Dataset: Forward reaction prediction with 1.9M reactions from USPTO patents (1976-2016). Task: Predict the product of the given reaction. (1) Given the reactants CCCP(=O)=O.[CH3:7][C:8]1[CH:16]=[CH:15][C:11]([C:12]([OH:14])=O)=[CH:10][C:9]=1[NH:17][C:18]1[N:23]=[C:22]([C:24]2[CH:25]=[N:26][CH:27]=[CH:28][CH:29]=2)[CH:21]=[CH:20][N:19]=1.[N:30]1[CH:35]=[CH:34][CH:33]=[CH:32][C:31]=1[N:36]1[CH2:41][CH2:40][NH:39][CH2:38][CH2:37]1.C(N(CC)CC)C.C(=O)([O-])O.[Na+], predict the reaction product. The product is: [CH3:7][C:8]1[CH:16]=[CH:15][C:11]([C:12]([N:39]2[CH2:40][CH2:41][N:36]([C:31]3[CH:32]=[CH:33][CH:34]=[CH:35][N:30]=3)[CH2:37][CH2:38]2)=[O:14])=[CH:10][C:9]=1[NH:17][C:18]1[N:23]=[C:22]([C:24]2[CH:25]=[N:26][CH:27]=[CH:28][CH:29]=2)[CH:21]=[CH:20][N:19]=1. (2) Given the reactants [C:1]([C:5]1[S:9][C:8]([C@H:10]2[CH2:15][C@@H:14]([C:16]3[O:20][NH:19][C:18](=[O:21])[CH:17]=3)[CH2:13][CH2:12][N:11]2[C:22]([O:24][CH3:25])=[O:23])=[CH:7][CH:6]=1)([CH3:4])([CH3:3])[CH3:2].CCCCCCC.CC(O)C, predict the reaction product. The product is: [C:1]([C:5]1[S:9][C:8]([C@H:10]2[CH2:15][C@@H:14]([C:16]3[O:20][NH:19][C:18](=[O:21])[CH:17]=3)[CH2:13][CH2:12][N:11]2[C:22]([O:24][CH3:25])=[O:23])=[CH:7][CH:6]=1)([CH3:4])([CH3:2])[CH3:3].[C:1]([C:5]1[S:9][C:8]([C@@H:10]2[CH2:15][C@H:14]([C:16]3[O:20][NH:19][C:18](=[O:21])[CH:17]=3)[CH2:13][CH2:12][N:11]2[C:22]([O:24][CH3:25])=[O:23])=[CH:7][CH:6]=1)([CH3:4])([CH3:2])[CH3:3].